From a dataset of Full USPTO retrosynthesis dataset with 1.9M reactions from patents (1976-2016). Predict the reactants needed to synthesize the given product. (1) Given the product [CH2:41]([O:40][C:33]1[CH:32]=[C:28]([C:29]([N:57]2[CH2:58][CH2:59][C:54]3([CH2:53][C:52](=[O:64])[C:51]4[C:61](=[CH:62][CH:63]=[C:49]([C:48]5[NH:47][N:46]=[N:45][N:44]=5)[CH:50]=4)[O:60]3)[CH2:55][CH2:56]2)=[O:31])[CH:27]=[C:26]([O:25][CH2:23][CH3:24])[C:34]=1[C:35]1[CH:36]=[N:37][O:38][CH:39]=1)[CH3:42], predict the reactants needed to synthesize it. The reactants are: C1C=CC2N(O)N=NC=2C=1.CCN=C=NCCCN(C)C.Cl.[CH2:23]([O:25][C:26]1[CH:27]=[C:28]([CH:32]=[C:33]([O:40][CH2:41][CH3:42])[C:34]=1[C:35]1[CH:36]=[N:37][O:38][CH:39]=1)[C:29]([OH:31])=O)[CH3:24].Cl.[NH:44]1[C:48]([C:49]2[CH:50]=[C:51]3[C:61](=[CH:62][CH:63]=2)[O:60][C:54]2([CH2:59][CH2:58][NH:57][CH2:56][CH2:55]2)[CH2:53][C:52]3=[O:64])=[N:47][N:46]=[N:45]1. (2) Given the product [Cl:21][C:22]1[CH:23]=[CH:24][C:25]([CH2:28][N:13]2[C:14]3[C:15](=[N:16][CH:17]=[CH:18][C:19]=3[CH3:20])[C:11]([C:9]([NH:8][C@H:3]3[CH2:4][CH2:5][CH2:6][CH2:7][C@@H:2]3[OH:1])=[O:10])=[CH:12]2)=[N:26][CH:27]=1, predict the reactants needed to synthesize it. The reactants are: [OH:1][C@H:2]1[CH2:7][CH2:6][CH2:5][CH2:4][C@@H:3]1[NH:8][C:9]([C:11]1[C:15]2=[N:16][CH:17]=[CH:18][C:19]([CH3:20])=[C:14]2[NH:13][CH:12]=1)=[O:10].[Cl:21][C:22]1[CH:23]=[CH:24][C:25]([CH2:28]Cl)=[N:26][CH:27]=1.[I-].[Na+].C(=O)([O-])[O-].[Cs+].[Cs+].